Dataset: CYP2D6 inhibition data for predicting drug metabolism from PubChem BioAssay. Task: Regression/Classification. Given a drug SMILES string, predict its absorption, distribution, metabolism, or excretion properties. Task type varies by dataset: regression for continuous measurements (e.g., permeability, clearance, half-life) or binary classification for categorical outcomes (e.g., BBB penetration, CYP inhibition). Dataset: cyp2d6_veith. (1) The compound is CN1CCC2(CC1)CCN(C(=O)c1ccco1)CC2. The result is 0 (non-inhibitor). (2) The compound is COCCNc1ncnc2ccc(-c3cccc(NS(C)(=O)=O)c3)cc12. The result is 0 (non-inhibitor).